From a dataset of Peptide-MHC class II binding affinity with 134,281 pairs from IEDB. Regression. Given a peptide amino acid sequence and an MHC pseudo amino acid sequence, predict their binding affinity value. This is MHC class II binding data. (1) The peptide sequence is SDAKTLVLNIKYTRP. The MHC is DRB1_0405 with pseudo-sequence DRB1_0405. The binding affinity (normalized) is 0.112. (2) The peptide sequence is AFKMAATAANAAPAN. The MHC is DRB1_0802 with pseudo-sequence DRB1_0802. The binding affinity (normalized) is 0.768. (3) The peptide sequence is SPGMMMGMFNMLSTV. The MHC is DRB1_1501 with pseudo-sequence DRB1_1501. The binding affinity (normalized) is 0.395. (4) The peptide sequence is RCALHWFPGSHLLHV. The MHC is DRB3_0101 with pseudo-sequence DRB3_0101. The binding affinity (normalized) is 0.286. (5) The peptide sequence is IALLVLAVGPAYSAH. The MHC is HLA-DQA10103-DQB10603 with pseudo-sequence CNFHQGGGARVAHIMYFGLTHYDVGTETVHVAGI. The binding affinity (normalized) is 0.626. (6) The peptide sequence is AAATAGTTVYGAFRA. The MHC is HLA-DQA10401-DQB10402 with pseudo-sequence HLA-DQA10401-DQB10402. The binding affinity (normalized) is 0.274. (7) The peptide sequence is GELQIVDKIDCAFKI. The MHC is DRB3_0202 with pseudo-sequence DRB3_0202. The binding affinity (normalized) is 0.303. (8) The peptide sequence is ENTSLLHPVSLHGMD. The MHC is DRB1_0101 with pseudo-sequence DRB1_0101. The binding affinity (normalized) is 0.132. (9) The peptide sequence is RRRLLVLDAVALERW. The MHC is DRB1_0401 with pseudo-sequence DRB1_0401. The binding affinity (normalized) is 0.706.